This data is from Reaction yield outcomes from USPTO patents with 853,638 reactions. The task is: Predict the reaction yield, written as a fraction of the theoretical maximum amount of product (1.0 means a 100% yield; for example, 0.34 means a 34% yield). (1) The reactants are [C:1]([O:5][C:6](=[O:26])[C:7]1[CH:12]=[CH:11][C:10](F)=[CH:9][C:8]=1[N:14]([C@@H:21]([CH3:25])[CH2:22][O:23][CH3:24])[C:15](=[O:20])[C:16]([F:19])([F:18])[F:17])([CH3:4])([CH3:3])[CH3:2].[CH3:27][N:28]1[CH2:33][CH2:32][NH:31][CH2:30][CH2:29]1. The catalyst is O1CCCC1. The product is [C:1]([O:5][C:6](=[O:26])[C:7]1[CH:12]=[CH:11][C:10]([N:31]2[CH2:32][CH2:33][N:28]([CH3:27])[CH2:29][CH2:30]2)=[CH:9][C:8]=1[N:14]([C@@H:21]([CH3:25])[CH2:22][O:23][CH3:24])[C:15](=[O:20])[C:16]([F:19])([F:18])[F:17])([CH3:4])([CH3:3])[CH3:2]. The yield is 0.840. (2) The reactants are [NH:1]1[C:10]2[C:5](=[CH:6]C=C[CH:9]=2)[CH:4]=[CH:3][C:2]1=O.[C:20](O[C:20]([O:22][C:23]([CH3:26])([CH3:25])[CH3:24])=[O:21])([O:22][C:23]([CH3:26])([CH3:25])[CH3:24])=[O:21].CCO[C:30]([CH3:32])=[O:31].[CH3:33]CCCCC. The catalyst is CN(C1C=CN=CC=1)C.C1COCC1. The product is [C:23]([O:22][C:20]([N:1]1[C:2]2[C:32](=[CH:6][CH:5]=[CH:4][CH:3]=2)[C:30](=[O:31])[CH2:33][CH:10]1[CH3:9])=[O:21])([CH3:24])([CH3:25])[CH3:26]. The yield is 0.680. (3) The reactants are [C:1]([C:3]1[C:11]2[C:6](=[CH:7][C:8]([OH:12])=[CH:9][CH:10]=2)[N:5]([CH:13]2[CH2:16][CH2:15][CH2:14]2)[C:4]=1[C:17]1[CH:22]=[CH:21][C:20]([NH:23][C:24]([NH:26][CH:27]([CH3:29])[CH3:28])=[O:25])=[CH:19][CH:18]=1)#[N:2].C([O-])([O-])=O.[K+].[K+].Br[CH2:37][CH2:38][CH2:39][Cl:40]. The catalyst is C(#N)C. The product is [Cl:40][CH2:39][CH2:38][CH2:37][O:12][C:8]1[CH:7]=[C:6]2[C:11]([C:3]([C:1]#[N:2])=[C:4]([C:17]3[CH:18]=[CH:19][C:20]([NH:23][C:24]([NH:26][CH:27]([CH3:29])[CH3:28])=[O:25])=[CH:21][CH:22]=3)[N:5]2[CH:13]2[CH2:14][CH2:15][CH2:16]2)=[CH:10][CH:9]=1. The yield is 0.860. (4) The reactants are Br[C:2]1[CH:7]=[CH:6][C:5]([C:8]([CH:10]2[CH2:16][CH:15]3[N:17]([C:18]4[N:23]=[CH:22][CH:21]=[CH:20][N:19]=4)[CH:12]([CH2:13][CH2:14]3)[CH2:11]2)=[O:9])=[CH:4][CH:3]=1.[F:24][C:25]1[CH:30]=[C:29]([F:31])[CH:28]=[CH:27][C:26]=1B(O)O.ClCCl.[O-]P([O-])([O-])=O.[K+].[K+].[K+]. The catalyst is C(OCC)(=O)C.[OH-].[Na+].C1C=CC(P(C2C=CC=CC=2)[C-]2C=CC=C2)=CC=1.C1C=CC(P(C2C=CC=CC=2)[C-]2C=CC=C2)=CC=1.Cl[Pd]Cl.[Fe+2].O. The product is [F:24][C:25]1[CH:30]=[C:29]([F:31])[CH:28]=[CH:27][C:26]=1[C:2]1[CH:7]=[CH:6][C:5]([C:8]([CH:10]2[CH2:11][CH:12]3[N:17]([C:18]4[N:19]=[CH:20][CH:21]=[CH:22][N:23]=4)[CH:15]([CH2:14][CH2:13]3)[CH2:16]2)=[O:9])=[CH:4][CH:3]=1. The yield is 0.190. (5) The reactants are [CH:1]([C@:4]1([C:17]([N:19]2[CH2:24][CH2:23][N:22]([C:25]3[CH:30]=[C:29]([C:31]([F:34])([F:33])[F:32])[CH:28]=[C:27]([CH3:35])[N:26]=3)[CH2:21][CH2:20]2)=[O:18])[CH2:8][CH2:7][C@@H:6]([NH:9]C(=O)OC(C)(C)C)[CH2:5]1)([CH3:3])[CH3:2].O1CCOCC1. The catalyst is Cl.C(Cl)Cl. The product is [CH:1]([C@:4]1([C:17]([N:19]2[CH2:20][CH2:21][N:22]([C:25]3[CH:30]=[C:29]([C:31]([F:34])([F:32])[F:33])[CH:28]=[C:27]([CH3:35])[N:26]=3)[CH2:23][CH2:24]2)=[O:18])[CH2:8][CH2:7][C@@H:6]([NH2:9])[CH2:5]1)([CH3:3])[CH3:2]. The yield is 0.940. (6) The reactants are C([O:8][C:9]1[CH:10]=[CH:11][C:12]2[N:13]([N:18]=[CH:19][C:20]=2[C:21]([O:23][CH3:24])=[O:22])[C:14]=1[CH2:15][O:16][CH3:17])C1C=CC=CC=1. The catalyst is C1COCC1.CO.[Pd]. The product is [OH:8][C:9]1[CH:10]=[CH:11][C:12]2[N:13]([N:18]=[CH:19][C:20]=2[C:21]([O:23][CH3:24])=[O:22])[C:14]=1[CH2:15][O:16][CH3:17]. The yield is 0.990. (7) The reactants are [Si:1]([O:8][C@@H:9]([CH2:20][O:21][C:22]1[CH:27]=[CH:26][C:25]([F:28])=[C:24]([C:29]2[N:34]=[C:33](Cl)[C:32]([CH3:36])=[C:31]([Cl:37])[N:30]=2)[CH:23]=1)[CH2:10][N:11]([CH3:19])[C:12](=[O:18])[O:13][C:14]([CH3:17])([CH3:16])[CH3:15])([C:4]([CH3:7])([CH3:6])[CH3:5])([CH3:3])[CH3:2].[CH3:38][C:39]1[C:43](B(O)O)=[C:42]([CH3:47])[O:41][N:40]=1.C([O-])([O-])=O.[Na+].[Na+]. The catalyst is O1CCOCC1.O.C1C=CC([P]([Pd]([P](C2C=CC=CC=2)(C2C=CC=CC=2)C2C=CC=CC=2)([P](C2C=CC=CC=2)(C2C=CC=CC=2)C2C=CC=CC=2)[P](C2C=CC=CC=2)(C2C=CC=CC=2)C2C=CC=CC=2)(C2C=CC=CC=2)C2C=CC=CC=2)=CC=1. The product is [Si:1]([O:8][C@@H:9]([CH2:20][O:21][C:22]1[CH:27]=[CH:26][C:25]([F:28])=[C:24]([C:29]2[N:30]=[C:31]([Cl:37])[C:32]([CH3:36])=[C:33]([C:43]3[C:39]([CH3:38])=[N:40][O:41][C:42]=3[CH3:47])[N:34]=2)[CH:23]=1)[CH2:10][N:11]([CH3:19])[C:12](=[O:18])[O:13][C:14]([CH3:15])([CH3:17])[CH3:16])([C:4]([CH3:7])([CH3:5])[CH3:6])([CH3:2])[CH3:3]. The yield is 0.580.